From a dataset of Forward reaction prediction with 1.9M reactions from USPTO patents (1976-2016). Predict the product of the given reaction. Given the reactants C1C[C@H]2N(C[C@H]3[C@@H]4CCCCN4C[C@@H]2C3)CC1.[Li]C(CC)C.[C:23]([N:30]1[CH2:34][CH2:33][CH2:32][CH2:31]1)([O:25][C:26]([CH3:29])([CH3:28])[CH3:27])=[O:24].[CH2:35]([N:42]([CH2:55][C:56]1[CH:61]=[CH:60][CH:59]=[CH:58][CH:57]=1)[C@@H:43]([CH2:46][C:47]1[CH:52]=[C:51]([F:53])[CH:50]=[C:49]([F:54])[CH:48]=1)[CH:44]=[O:45])[C:36]1[CH:41]=[CH:40][CH:39]=[CH:38][CH:37]=1, predict the reaction product. The product is: [CH2:55]([N:42]([CH2:35][C:36]1[CH:37]=[CH:38][CH:39]=[CH:40][CH:41]=1)[C@@H:43]([CH2:46][C:47]1[CH:48]=[C:49]([F:54])[CH:50]=[C:51]([F:53])[CH:52]=1)[C@@H:44]([C@H:34]1[CH2:33][CH2:32][CH2:31][N:30]1[C:23]([O:25][C:26]([CH3:29])([CH3:28])[CH3:27])=[O:24])[OH:45])[C:56]1[CH:61]=[CH:60][CH:59]=[CH:58][CH:57]=1.